Dataset: Reaction yield outcomes from USPTO patents with 853,638 reactions. Task: Predict the reaction yield, written as a fraction of the theoretical maximum amount of product (1.0 means a 100% yield; for example, 0.34 means a 34% yield). (1) The reactants are [CH3:1][O:2][C:3]1[CH:4]=[C:5]([N:12]2[CH2:17][CH2:16][P:15](=[O:19])([CH3:18])[CH2:14][CH2:13]2)[CH:6]=[CH:7][C:8]=1[N+:9]([O-])=O. The catalyst is [Pd].C(O)C. The product is [CH3:1][O:2][C:3]1[CH:4]=[C:5]([N:12]2[CH2:17][CH2:16][P:15]([CH3:18])(=[O:19])[CH2:14][CH2:13]2)[CH:6]=[CH:7][C:8]=1[NH2:9]. The yield is 0.870. (2) The reactants are [CH:1]([S:3]([CH3:6])(=[O:5])=[O:4])=[CH2:2].[C:7]([O:11][C:12]([N:14]1[CH2:19][CH2:18][NH:17][CH2:16][CH2:15]1)=[O:13])([CH3:10])([CH3:9])[CH3:8]. The catalyst is CO. The product is [C:7]([O:11][C:12]([N:14]1[CH2:19][CH2:18][N:17]([CH2:2][CH2:1][S:3]([CH3:6])(=[O:5])=[O:4])[CH2:16][CH2:15]1)=[O:13])([CH3:10])([CH3:8])[CH3:9]. The yield is 0.950. (3) No catalyst specified. The yield is 0.690. The reactants are [NH:1]([C:3]([S:5][CH3:6])=[NH:4])[NH2:2].O.[F:8][C:9]1[CH:14]=[CH:13][C:12]([C:15]([CH:17]=O)=O)=[CH:11][CH:10]=1. The product is [CH3:6][S:5][C:3]1[N:1]=[N:2][CH:17]=[C:15]([C:12]2[CH:13]=[CH:14][C:9]([F:8])=[CH:10][CH:11]=2)[N:4]=1. (4) The reactants are [CH:1]1([N:4]2[C:8]3[C:9]([O:22][C@@H:23]([C@H:25]4[CH2:29][NH:28][C:27](=[O:30])[CH2:26]4)[CH3:24])=[CH:10][C:11](B4OC(C)(C)C(C)(C)O4)=[CH:12][C:7]=3[N:6]=[CH:5]2)[CH2:3][CH2:2]1.Br[C:32]1[CH:36]=[N:35][N:34]([CH3:37])[N:33]=1.C([O-])([O-])=O.[Na+].[Na+].N#N. The catalyst is C1C=CC([P]([Pd]([P](C2C=CC=CC=2)(C2C=CC=CC=2)C2C=CC=CC=2)([P](C2C=CC=CC=2)(C2C=CC=CC=2)C2C=CC=CC=2)[P](C2C=CC=CC=2)(C2C=CC=CC=2)C2C=CC=CC=2)(C2C=CC=CC=2)C2C=CC=CC=2)=CC=1.C(Cl)Cl.COCCOC. The product is [CH:1]1([N:4]2[C:8]3[C:9]([O:22][C@@H:23]([C@H:25]4[CH2:29][NH:28][C:27](=[O:30])[CH2:26]4)[CH3:24])=[CH:10][C:11]([C:32]4[CH:36]=[N:35][N:34]([CH3:37])[N:33]=4)=[CH:12][C:7]=3[N:6]=[CH:5]2)[CH2:3][CH2:2]1. The yield is 0.764. (5) The reactants are [Si:1]([O:8][CH2:9][C:10]1[N:11]([CH3:44])[C:12]2[C:17]([CH:18]=1)=[CH:16][C:15]([C:19]1[N:24]([CH2:25][C:26]3[CH:31]=[CH:30][C:29]([O:32][CH3:33])=[CH:28][C:27]=3[O:34][CH3:35])[C:23](=[O:36])[C:22]([C:37]([O:39][CH3:40])=[O:38])=[C:21]([OH:41])[C:20]=1[CH2:42][CH3:43])=[CH:14][CH:13]=2)([C:4]([CH3:7])([CH3:6])[CH3:5])([CH3:3])[CH3:2].CCN(CC)CC.[S:52](Cl)([C:55]1[CH:61]=[CH:60][C:58]([CH3:59])=[CH:57][CH:56]=1)(=[O:54])=[O:53]. The catalyst is C(Cl)Cl. The product is [Si:1]([O:8][CH2:9][C:10]1[N:11]([CH3:44])[C:12]2[C:17]([CH:18]=1)=[CH:16][C:15]([C:19]1[N:24]([CH2:25][C:26]3[CH:31]=[CH:30][C:29]([O:32][CH3:33])=[CH:28][C:27]=3[O:34][CH3:35])[C:23](=[O:36])[C:22]([C:37]([O:39][CH3:40])=[O:38])=[C:21]([O:41][S:52]([C:55]3[CH:61]=[CH:60][C:58]([CH3:59])=[CH:57][CH:56]=3)(=[O:54])=[O:53])[C:20]=1[CH2:42][CH3:43])=[CH:14][CH:13]=2)([C:4]([CH3:7])([CH3:6])[CH3:5])([CH3:2])[CH3:3]. The yield is 0.850.